This data is from Human liver microsome stability data. The task is: Regression/Classification. Given a drug SMILES string, predict its absorption, distribution, metabolism, or excretion properties. Task type varies by dataset: regression for continuous measurements (e.g., permeability, clearance, half-life) or binary classification for categorical outcomes (e.g., BBB penetration, CYP inhibition). Dataset: hlm. The drug is CCC1=C(C(=O)CC2CCCCC2)[C@H](c2ccc(O)c(Cl)c2)NC(=O)N1. The result is 1 (stable in human liver microsomes).